Task: Predict the reaction yield, written as a fraction of the theoretical maximum amount of product (1.0 means a 100% yield; for example, 0.34 means a 34% yield).. Dataset: Reaction yield outcomes from USPTO patents with 853,638 reactions The reactants are [CH2:1]([C:3]1[C:7]2[CH:8]=[CH:9][CH:10]=[CH:11][C:6]=2[O:5][C:4]=1[CH:12]=O)[CH3:2].[CH3:14][NH2:15].[BH4-].[Na+]. The catalyst is CO. The product is [CH2:1]([C:3]1[C:7]2[CH:8]=[CH:9][CH:10]=[CH:11][C:6]=2[O:5][C:4]=1[CH2:12][NH:15][CH3:14])[CH3:2]. The yield is 0.890.